This data is from Forward reaction prediction with 1.9M reactions from USPTO patents (1976-2016). The task is: Predict the product of the given reaction. (1) Given the reactants [NH2:1][C:2]1[S:3][CH:4]=[C:5]([CH2:7][C:8]([O:10][CH2:11][CH3:12])=[O:9])[N:6]=1.[CH2:13]([O:17][C:18]1[CH:23]=[CH:22][C:21]([S:24](Cl)(=[O:26])=[O:25])=[CH:20][CH:19]=1)[CH2:14][CH2:15][CH3:16], predict the reaction product. The product is: [CH2:13]([O:17][C:18]1[CH:23]=[CH:22][C:21]([S:24]([NH:1][C:2]2[S:3][CH:4]=[C:5]([CH2:7][C:8]([O:10][CH2:11][CH3:12])=[O:9])[N:6]=2)(=[O:26])=[O:25])=[CH:20][CH:19]=1)[CH2:14][CH2:15][CH3:16]. (2) Given the reactants [F:1][C:2]1[CH:3]=[C:4]([CH2:9][C:10]([NH:12][C@H:13]([C:15]([OH:17])=O)[CH3:14])=[O:11])[CH:5]=[C:6]([F:8])[CH:7]=1.[NH2:18][CH:19]1[C:28]2[C:23](=[CH:24][CH:25]=[CH:26][CH:27]=2)[CH:22]([C:29]2[CH:34]=[CH:33][CH:32]=[CH:31][CH:30]=2)[NH:21][C:20]1=[O:35], predict the reaction product. The product is: [F:8][C:6]1[CH:5]=[C:4]([CH2:9][C:10]([NH:12][C@H:13]([C:15]([NH:18][CH:19]2[C:28]3[C:23](=[CH:24][CH:25]=[CH:26][CH:27]=3)[CH:22]([C:29]3[CH:30]=[CH:31][CH:32]=[CH:33][CH:34]=3)[NH:21][C:20]2=[O:35])=[O:17])[CH3:14])=[O:11])[CH:3]=[C:2]([F:1])[CH:7]=1. (3) Given the reactants Br[C:2]1[CH:7]=[CH:6][C:5]([CH2:8][CH2:9][C:10]([O:12][CH2:13][CH3:14])=[O:11])=[C:4]([F:15])[CH:3]=1.[CH3:16][Si:17]([C:20]#[CH:21])([CH3:19])[CH3:18].C(=O)([O-])[O-].[K+].[K+].O, predict the reaction product. The product is: [F:15][C:4]1[CH:3]=[C:2]([C:21]#[C:20][Si:17]([CH3:19])([CH3:18])[CH3:16])[CH:7]=[CH:6][C:5]=1[CH2:8][CH2:9][C:10]([O:12][CH2:13][CH3:14])=[O:11]. (4) Given the reactants [N:1]1[C:10]2[CH:9]([NH:11][CH2:12][CH2:13][CH2:14][CH2:15][N:16]3[C:24](=[O:25])[C:23]4[C:18](=[CH:19][CH:20]=[CH:21][CH:22]=4)[C:17]3=[O:26])[CH2:8][CH2:7][CH2:6][C:5]=2[CH:4]=[CH:3][CH:2]=1.[BH-](O[C:37]([CH3:39])=O)(OC(C)=O)OC(C)=O.[Na+], predict the reaction product. The product is: [CH3:2][N:1]1[C:10]2[CH:5]=[CH:6][CH:7]=[CH:8][C:9]=2[N:11]=[C:37]1[CH2:39][N:11]([CH:9]1[C:10]2[N:1]=[CH:2][CH:3]=[CH:4][C:5]=2[CH2:6][CH2:7][CH2:8]1)[CH2:12][CH2:13][CH2:14][CH2:15][N:16]1[C:24](=[O:25])[C:23]2[C:18](=[CH:19][CH:20]=[CH:21][CH:22]=2)[C:17]1=[O:26]. (5) Given the reactants [CH2:1]([C:5]1[CH:10]=[CH:9][C:8]([C:11]#[C:12][C:13]2[CH:38]=[CH:37][C:16]([CH2:17][N:18]([C:30](=[O:36])[CH2:31][CH2:32][CH2:33][CH2:34][CH3:35])[C:19]3[CH:29]=[CH:28][C:22]([C:23]([O:25]CC)=[O:24])=[CH:21][CH:20]=3)=[CH:15][CH:14]=2)=[CH:7][CH:6]=1)[CH2:2][CH2:3][CH3:4].[OH-].[Na+], predict the reaction product. The product is: [CH2:1]([C:5]1[CH:6]=[CH:7][C:8]([C:11]#[C:12][C:13]2[CH:38]=[CH:37][C:16]([CH2:17][N:18]([C:30](=[O:36])[CH2:31][CH2:32][CH2:33][CH2:34][CH3:35])[C:19]3[CH:20]=[CH:21][C:22]([C:23]([OH:25])=[O:24])=[CH:28][CH:29]=3)=[CH:15][CH:14]=2)=[CH:9][CH:10]=1)[CH2:2][CH2:3][CH3:4]. (6) Given the reactants [CH2:1]([O:8][C:9](=[O:41])[N:10]([C@H:12]([C:14](=[O:40])[NH:15][C:16]1[C:17](=[O:39])[N:18]([CH2:23][C:24]2[CH:25]=[N:26][CH:27]=[C:28]([C:30](=[O:38])[C:31]3[CH:36]=[CH:35][C:34]([F:37])=[CH:33][CH:32]=3)[CH:29]=2)[C:19](Br)=[CH:20][CH:21]=1)[CH3:13])[CH3:11])[C:2]1[CH:7]=[CH:6][CH:5]=[CH:4][CH:3]=1.[C:42]1(B(O)O)[CH:47]=[CH:46][CH:45]=[CH:44][CH:43]=1.C([O-])([O-])=O.[Na+].[Na+], predict the reaction product. The product is: [CH2:1]([O:8][C:9](=[O:41])[N:10]([C@H:12]([C:14](=[O:40])[NH:15][C:16]1[C:17](=[O:39])[N:18]([CH2:23][C:24]2[CH:25]=[N:26][CH:27]=[C:28]([C:30](=[O:38])[C:31]3[CH:36]=[CH:35][C:34]([F:37])=[CH:33][CH:32]=3)[CH:29]=2)[C:19]([C:42]2[CH:47]=[CH:46][CH:45]=[CH:44][CH:43]=2)=[CH:20][CH:21]=1)[CH3:13])[CH3:11])[C:2]1[CH:7]=[CH:6][CH:5]=[CH:4][CH:3]=1.